This data is from Reaction yield outcomes from USPTO patents with 853,638 reactions. The task is: Predict the reaction yield, written as a fraction of the theoretical maximum amount of product (1.0 means a 100% yield; for example, 0.34 means a 34% yield). (1) The yield is 0.910. The product is [CH3:1][O:2][CH2:3][C:4]1[S:8][C:7]([NH:9][S:19]([C:16]2[CH:15]=[CH:14][C:13]([N+:10]([O-:12])=[O:11])=[CH:18][CH:17]=2)(=[O:20])=[O:21])=[N:6][N:5]=1. The catalyst is N1C=CC=CC=1. The reactants are [CH3:1][O:2][CH2:3][C:4]1[S:8][C:7]([NH2:9])=[N:6][N:5]=1.[N+:10]([C:13]1[CH:18]=[CH:17][C:16]([S:19](Cl)(=[O:21])=[O:20])=[CH:15][CH:14]=1)([O-:12])=[O:11]. (2) The reactants are [C:1]([O:5][C:6]([N:8]1[CH2:12][CH2:11][CH2:10][CH:9]1[CH:13]=O)=[O:7])([CH3:4])([CH3:3])[CH3:2].[ClH:15].[NH2:16][OH:17].O.ClN1C(=O)[CH2:23][CH2:22][C:21]1=O.N1[CH:32]=[CH:31][CH:30]=[CH:29][CH:28]=1. The catalyst is CN(C=O)C.C(OCC)C. The product is [C:1]([O:5][C:6]([N:8]1[CH2:12][CH2:11][CH2:10][CH:9]1[C:13]1[CH:28]=[C:29]([C:30]2[CH:23]=[CH:22][CH:21]=[C:32]([Cl:15])[CH:31]=2)[O:17][N:16]=1)=[O:7])([CH3:2])([CH3:3])[CH3:4]. The yield is 0.480. (3) The reactants are Br[C:2]1[CH:7]=[C:6]([F:8])[CH:5]=[CH:4][C:3]=1[O:9][CH2:10][C:11]1[CH:16]=[C:15]([CH3:17])[CH:14]=[CH:13][N:12]=1.CC1(C)C(C)(C)OB([C:26]2[CH:35]=[C:34]3[C:29]([CH2:30][CH2:31][N:32]([C:36]([O:38][C:39]([CH3:42])([CH3:41])[CH3:40])=[O:37])[CH2:33]3)=[CH:28][CH:27]=2)O1.C(=O)([O-])[O-].[Cs+].[Cs+].O. The catalyst is O1CCOCC1.O.Cl[Pd]Cl.C1C=CC(P(C2C=CC=CC=2)[C-]2C=CC=C2)=CC=1.C1C=CC(P(C2C=CC=CC=2)[C-]2C=CC=C2)=CC=1.[Fe+2].C(OCC)(=O)C. The product is [F:8][C:6]1[CH:5]=[CH:4][C:3]([O:9][CH2:10][C:11]2[CH:16]=[C:15]([CH3:17])[CH:14]=[CH:13][N:12]=2)=[C:2]([C:26]2[CH:35]=[C:34]3[C:29]([CH2:30][CH2:31][N:32]([C:36]([O:38][C:39]([CH3:42])([CH3:41])[CH3:40])=[O:37])[CH2:33]3)=[CH:28][CH:27]=2)[CH:7]=1. The yield is 1.00. (4) The product is [NH:1]([C:8]([O:10][C:11]([CH3:14])([CH3:13])[CH3:12])=[O:9])[C@H:2]([C:5]([OH:7])=[O:6])[CH2:3][O:4][CH2:19][CH:18]=[CH2:17]. The yield is 0.544. The reactants are [NH:1]([C:8]([O:10][C:11]([CH3:14])([CH3:13])[CH3:12])=[O:9])[C@H:2]([C:5]([OH:7])=[O:6])[CH2:3][OH:4].[H-].[Na+].[CH2:17](Br)[CH:18]=[CH2:19]. The catalyst is CN(C=O)C. (5) The reactants are CS(O[CH:6]1[CH2:11][CH2:10][N:9]([C:12]([O:14][C:15]([CH3:18])([CH3:17])[CH3:16])=[O:13])[CH2:8][CH2:7]1)(=O)=O.[N+:19]([C:22]1[N:23]=[CH:24][NH:25][CH:26]=1)([O-:21])=[O:20].C([O-])([O-])=O.[K+].[K+]. The catalyst is CN(C=O)C. The product is [N+:19]([C:22]1[N:23]=[CH:24][N:25]([CH:6]2[CH2:11][CH2:10][N:9]([C:12]([O:14][C:15]([CH3:18])([CH3:17])[CH3:16])=[O:13])[CH2:8][CH2:7]2)[CH:26]=1)([O-:21])=[O:20]. The yield is 0.324.